From a dataset of Forward reaction prediction with 1.9M reactions from USPTO patents (1976-2016). Predict the product of the given reaction. (1) Given the reactants [CH3:1][N:2]1[C:6]([C:7]2[CH:12]=[CH:11][CH:10]=[C:9]([NH2:13])[CH:8]=2)=[N:5][N:4]=[N:3]1.N1C(C)=CC=CC=1C.Cl[C:23]([O:25][C:26]1[CH:31]=[CH:30][CH:29]=[CH:28][CH:27]=1)=[O:24].Cl, predict the reaction product. The product is: [C:26]1([O:25][C:23](=[O:24])[NH:13][C:9]2[CH:10]=[CH:11][CH:12]=[C:7]([C:6]3[N:2]([CH3:1])[N:3]=[N:4][N:5]=3)[CH:8]=2)[CH:31]=[CH:30][CH:29]=[CH:28][CH:27]=1. (2) Given the reactants [Cl:1][C:2]1[CH:30]=[CH:29][C:5]([O:6][C:7]2[CH:12]=[CH:11][C:10]([N:13]3[CH:17]=[C:16]([C:18]4[CH:23]=[CH:22][C:21]([OH:24])=[CH:20][CH:19]=4)[N:15]=[C:14]3[CH2:25][O:26][CH2:27][CH3:28])=[CH:9][CH:8]=2)=[CH:4][CH:3]=1.C([O-])([O-])=O.[Cs+].[Cs+].CC1C=CC(S(O[CH2:48][C@H:49]2[O:51][CH2:50]2)(=O)=O)=CC=1.C1(O)C=CC=CC=1, predict the reaction product. The product is: [Cl:1][C:2]1[CH:30]=[CH:29][C:5]([O:6][C:7]2[CH:8]=[CH:9][C:10]([N:13]3[CH:17]=[C:16]([C:18]4[CH:23]=[CH:22][C:21]([O:24][CH2:48][C@@H:49]5[CH2:50][O:51]5)=[CH:20][CH:19]=4)[N:15]=[C:14]3[CH2:25][O:26][CH2:27][CH3:28])=[CH:11][CH:12]=2)=[CH:4][CH:3]=1. (3) Given the reactants [CH3:1][O:2][C:3](=[O:11])[C:4]1[CH:9]=[CH:8][C:7]([NH2:10])=[CH:6][CH:5]=1.C(=O)(O)[O-].[Na+].[CH2:17]([O:24][CH2:25][C:26](Cl)=[O:27])[C:18]1[CH:23]=[CH:22][CH:21]=[CH:20][CH:19]=1, predict the reaction product. The product is: [CH3:1][O:2][C:3](=[O:11])[C:4]1[CH:9]=[CH:8][C:7]([NH:10][C:26](=[O:27])[CH2:25][O:24][CH2:17][C:18]2[CH:23]=[CH:22][CH:21]=[CH:20][CH:19]=2)=[CH:6][CH:5]=1.